This data is from Reaction yield outcomes from USPTO patents with 853,638 reactions. The task is: Predict the reaction yield, written as a fraction of the theoretical maximum amount of product (1.0 means a 100% yield; for example, 0.34 means a 34% yield). The reactants are O1CCOCC1.[CH:7]([C:9]1[CH:14]=[CH:13][C:12](B(O)O)=[CH:11][CH:10]=1)=[O:8].Br[C:19]1[CH:24]=[CH:23][CH:22]=[C:21]([N+:25]([O-:27])=[O:26])[C:20]=1[O:28][CH3:29].C(=O)([O-])[O-].[Na+].[Na+]. The catalyst is C1C=CC([P]([Pd]([P](C2C=CC=CC=2)(C2C=CC=CC=2)C2C=CC=CC=2)([P](C2C=CC=CC=2)(C2C=CC=CC=2)C2C=CC=CC=2)[P](C2C=CC=CC=2)(C2C=CC=CC=2)C2C=CC=CC=2)(C2C=CC=CC=2)C2C=CC=CC=2)=CC=1.O. The product is [N+:25]([C:21]1[C:20]([O:28][CH3:29])=[C:19]([C:12]2[CH:13]=[CH:14][C:9]([CH:7]=[O:8])=[CH:10][CH:11]=2)[CH:24]=[CH:23][CH:22]=1)([O-:27])=[O:26]. The yield is 0.804.